From a dataset of Reaction yield outcomes from USPTO patents with 853,638 reactions. Predict the reaction yield, written as a fraction of the theoretical maximum amount of product (1.0 means a 100% yield; for example, 0.34 means a 34% yield). (1) The reactants are [CH3:1][C:2]1[C:3]([O:25][CH:26]([CH3:28])[CH3:27])=[CH:4][C:5]([N+:22]([O-])=O)=[C:6]([NH:8][CH:9]2[CH2:14][CH2:13][N:12]([C:15]([O:17][C:18]([CH3:21])([CH3:20])[CH3:19])=[O:16])[CH2:11][CH2:10]2)[CH:7]=1.O.NN. The catalyst is C(O)C.[Ni]. The product is [NH2:22][C:5]1[CH:4]=[C:3]([O:25][CH:26]([CH3:27])[CH3:28])[C:2]([CH3:1])=[CH:7][C:6]=1[NH:8][CH:9]1[CH2:14][CH2:13][N:12]([C:15]([O:17][C:18]([CH3:20])([CH3:19])[CH3:21])=[O:16])[CH2:11][CH2:10]1. The yield is 0.830. (2) The reactants are [NH:1]1[C:5]2=[N:6][CH:7]=[CH:8][CH:9]=[C:4]2[CH:3]=[C:2]1[C:10]([OH:12])=O.Cl.[F:14][C:15]([F:34])([F:33])[C:16]([NH:18][CH2:19][C:20]1[CH:25]=[CH:24][C:23]([F:26])=[C:22]([CH:27]2[CH2:32][CH2:31][NH:30][CH2:29][CH2:28]2)[CH:21]=1)=[O:17].CCN=C=NCCCN(C)C.CCN(CC)CC. The catalyst is C(Cl)Cl.CCOC(C)=O. The product is [F:33][C:15]([F:14])([F:34])[C:16]([NH:18][CH2:19][C:20]1[CH:25]=[CH:24][C:23]([F:26])=[C:22]([CH:27]2[CH2:32][CH2:31][N:30]([C:10]([C:2]3[NH:1][C:5]4=[N:6][CH:7]=[CH:8][CH:9]=[C:4]4[CH:3]=3)=[O:12])[CH2:29][CH2:28]2)[CH:21]=1)=[O:17]. The yield is 0.820. (3) The reactants are [Br:1][C:2]1[C:7]([CH2:8]Br)=[CH:6][CH:5]=[CH:4][N:3]=1.[H-].[Na+].[NH:12]1[CH2:17][CH2:16][O:15][CH2:14][C:13]1=[O:18]. The catalyst is CN(C)C=O.[I-].C([N+](CCCC)(CCCC)CCCC)CCC. The product is [Br:1][C:2]1[C:7]([CH2:8][N:12]2[CH2:17][CH2:16][O:15][CH2:14][C:13]2=[O:18])=[CH:6][CH:5]=[CH:4][N:3]=1. The yield is 0.660.